From a dataset of Reaction yield outcomes from USPTO patents with 853,638 reactions. Predict the reaction yield, written as a fraction of the theoretical maximum amount of product (1.0 means a 100% yield; for example, 0.34 means a 34% yield). (1) The reactants are [N+:1]([CH:4]([CH2:11][CH2:12][CH2:13][CH2:14][CH2:15][CH2:16][CH2:17][CH2:18][CH2:19][CH2:20][CH2:21][CH2:22][CH2:23][CH2:24][CH2:25][CH2:26][CH3:27])[CH2:5][CH2:6][C:7]([O:9]C)=[O:8])([O-:3])=[O:2].[Li+].[OH-].Cl. The catalyst is COCCOC. The product is [N+:1]([CH:4]([CH2:11][CH2:12][CH2:13][CH2:14][CH2:15][CH2:16][CH2:17][CH2:18][CH2:19][CH2:20][CH2:21][CH2:22][CH2:23][CH2:24][CH2:25][CH2:26][CH3:27])[CH2:5][CH2:6][C:7]([OH:9])=[O:8])([O-:3])=[O:2]. The yield is 0.850. (2) The reactants are [CH3:1][O:2][C:3]1[CH:4]=[C:5]2[C:10](=[CH:11][C:12]=1[O:13][CH3:14])[N:9]=[CH:8][CH:7]=[C:6]2[O:15][C:16]1[CH:17]=[C:18]2[C:22](=[CH:23][CH:24]=1)[NH:21][CH:20]=[CH:19]2.C([SiH](CC)CC)C.[Na].O. The catalyst is FC(F)(F)C(O)=O.C(OCC)(=O)C. The product is [CH3:1][O:2][C:3]1[CH:4]=[C:5]2[C:10](=[CH:11][C:12]=1[O:13][CH3:14])[N:9]=[CH:8][CH:7]=[C:6]2[O:15][C:16]1[CH:17]=[C:18]2[C:22](=[CH:23][CH:24]=1)[NH:21][CH2:20][CH2:19]2. The yield is 0.663.